Task: Regression/Classification. Given a drug SMILES string, predict its toxicity properties. Task type varies by dataset: regression for continuous values (e.g., LD50, hERG inhibition percentage) or binary classification for toxic/non-toxic outcomes (e.g., AMES mutagenicity, cardiotoxicity, hepatotoxicity). Dataset: herg_karim.. Dataset: hERG potassium channel inhibition data for cardiac toxicity prediction from Karim et al. (1) The result is 1 (blocker). The molecule is Nc1ncc(-c2cnn(CCO)c2)c2scc(-c3ccc(NC(=O)Nc4cccc(F)c4)cc3)c12. (2) The molecule is O=C(NC1CC1)c1cn(-c2cccc(-c3cccnc3)c2)c2ncccc2c1=O. The result is 0 (non-blocker). (3) The molecule is O=C(c1ccccc1)N1CCC2(CC1)CCN(C(=O)N1CCCN(C3CCC3)CC1)C2. The result is 0 (non-blocker). (4) The compound is Cc1ccc(OCCCc2cc(N)cc(CCCOc3ccc(C)cc3)n2)cc1. The result is 1 (blocker). (5) The compound is C[C@@H]1COCCN1c1nc(-c2nncc3[nH]ccc23)cc2c1ncn2C. The result is 0 (non-blocker). (6) The molecule is NC(=O)c1ccc(S(=O)(=O)C2CCN(CCc3ccc(F)cc3F)CC2)cc1. The result is 1 (blocker). (7) The molecule is O=C1CCc2c(Oc3ccc4c(c3)C[C@H](NC(=O)c3cc(-c5cc[nH]n5)cc(C(F)(F)F)c3)CC4)ccnc2N1. The result is 0 (non-blocker). (8) The drug is CS(=O)(=O)Nc1ccc(-c2ccc3[nH]nc(-c4cncc(O[C@H]5CNCCC56CC6)n4)c3c2)c(F)c1. The result is 1 (blocker).